Regression. Given a peptide amino acid sequence and an MHC pseudo amino acid sequence, predict their binding affinity value. This is MHC class II binding data. From a dataset of Peptide-MHC class II binding affinity with 134,281 pairs from IEDB. The peptide sequence is AFKVARTAANAAPAN. The MHC is DRB1_0401 with pseudo-sequence DRB1_0401. The binding affinity (normalized) is 0.192.